Task: Predict the reactants needed to synthesize the given product.. Dataset: Full USPTO retrosynthesis dataset with 1.9M reactions from patents (1976-2016) (1) Given the product [CH2:8]([N:15]([CH2:16][C:17]([CH3:19])=[CH2:18])[CH2:6][C:4]([CH3:5])([OH:7])[CH3:3])[C:9]1[CH:14]=[CH:13][CH:12]=[CH:11][CH:10]=1, predict the reactants needed to synthesize it. The reactants are: [Br-].[Li+].[CH3:3][C:4]1([O:7][CH2:6]1)[CH3:5].[CH2:8]([NH:15][CH2:16][C:17]([CH3:19])=[CH2:18])[C:9]1[CH:14]=[CH:13][CH:12]=[CH:11][CH:10]=1. (2) Given the product [CH3:18][O:17][C@@H:5]([CH2:6][C:7]1[CH:8]=[CH:9][C:10]([O:13][CH2:14][CH2:15][O:31][C:26]2[CH:27]=[CH:28][CH:29]=[CH:30][C:25]=2[N:20]2[CH2:24][CH2:23][CH2:22][CH2:21]2)=[CH:11][CH:12]=1)[C:4]([OH:3])=[O:19], predict the reactants needed to synthesize it. The reactants are: C([O:3][C:4](=[O:19])[C@@H:5]([O:17][CH3:18])[CH2:6][C:7]1[CH:12]=[CH:11][C:10]([O:13][CH2:14][CH2:15]Br)=[CH:9][CH:8]=1)C.[N:20]1([C:25]2[CH:30]=[CH:29][CH:28]=[CH:27][C:26]=2[OH:31])[CH2:24][CH2:23][CH2:22][CH2:21]1.CO[C@@H](CC1C=CC(OCCCOC2C=CC=CC=2)=CC=1)C(O)=O. (3) Given the product [C:11]([CH:8]1[CH2:9][CH2:10][NH:5][CH2:6][CH2:7]1)#[N:13].[NH:5]1[CH2:10][CH2:9][CH:8]([C:11]([NH2:13])=[O:12])[CH2:7][CH2:6]1, predict the reactants needed to synthesize it. The reactants are: S(Cl)(Cl)=O.[NH:5]1[CH2:10][CH2:9][CH:8]([C:11]([NH2:13])=[O:12])[CH2:7][CH2:6]1.